This data is from Forward reaction prediction with 1.9M reactions from USPTO patents (1976-2016). The task is: Predict the product of the given reaction. (1) Given the reactants [CH3:1][O:2][C:3]1[C:12]([NH:13][C:14](=[O:18])OCC)=[N:11][C:10]2[C:5](=[CH:6][C:7]([CH3:20])=[C:8]([CH3:19])[CH:9]=2)[N:4]=1.[Cl:21][C:22]1[CH:23]=[C:24]([N:28]2[CH2:33][CH2:32][NH:31][CH2:30][CH2:29]2)[CH:25]=[CH:26][CH:27]=1, predict the reaction product. The product is: [CH3:1][O:2][C:3]1[C:12]([NH:13][C:14]([N:31]2[CH2:30][CH2:29][N:28]([C:24]3[CH:25]=[CH:26][CH:27]=[C:22]([Cl:21])[CH:23]=3)[CH2:33][CH2:32]2)=[O:18])=[N:11][C:10]2[C:5](=[CH:6][C:7]([CH3:20])=[C:8]([CH3:19])[CH:9]=2)[N:4]=1. (2) Given the reactants [CH3:1][O:2][C:3]1[C:8]([O:9][CH3:10])=[CH:7][CH:6]=[CH:5][C:4]=1[CH:11]1[C:17]2[CH:18]=[C:19]([C:22]([F:25])([F:24])[F:23])[CH:20]=[CH:21][C:16]=2[N:15]2[C:26]([C:29]([F:32])([F:31])[F:30])=[N:27][N:28]=[C:14]2[CH:13]([CH2:33][C:34](O)=[O:35])[O:12]1.Cl.C(N=C=NCCCN(C)C)C.[NH:49]1[CH2:54][CH2:53][CH:52]([CH2:55][C:56]([O:58][C:59]([CH3:62])([CH3:61])[CH3:60])=[O:57])[CH2:51][CH2:50]1.O.ON1C2C=CC=CC=2N=N1, predict the reaction product. The product is: [CH3:1][O:2][C:3]1[C:8]([O:9][CH3:10])=[CH:7][CH:6]=[CH:5][C:4]=1[C@@H:11]1[C:17]2[CH:18]=[C:19]([C:22]([F:23])([F:24])[F:25])[CH:20]=[CH:21][C:16]=2[N:15]2[C:26]([C:29]([F:32])([F:31])[F:30])=[N:27][N:28]=[C:14]2[C@@H:13]([CH2:33][C:34]([N:49]2[CH2:54][CH2:53][CH:52]([CH2:55][C:56]([O:58][C:59]([CH3:62])([CH3:61])[CH3:60])=[O:57])[CH2:51][CH2:50]2)=[O:35])[O:12]1.